From a dataset of Forward reaction prediction with 1.9M reactions from USPTO patents (1976-2016). Predict the product of the given reaction. Given the reactants [C:9](O[C:9]([O:11][C:12]([CH3:15])([CH3:14])[CH3:13])=[O:10])([O:11][C:12]([CH3:15])([CH3:14])[CH3:13])=[O:10].[CH2:16]([O:23][C:24]1[CH:25]=[C:26]2[C:31](=[CH:32][CH:33]=1)[CH:30]([C:34]1[CH:39]=[CH:38][C:37]([O:40][CH2:41][CH2:42][N:43]3[CH2:47][CH2:46][CH2:45][CH2:44]3)=[CH:36][CH:35]=1)[NH:29][CH2:28][CH2:27]2)[C:17]1[CH:22]=[CH:21][CH:20]=[CH:19][CH:18]=1.CCN(CC)CC, predict the reaction product. The product is: [C:12]([O:11][C:9]([N:29]1[CH2:28][CH2:27][C:26]2[C:31](=[CH:32][CH:33]=[C:24]([O:23][CH2:16][C:17]3[CH:18]=[CH:19][CH:20]=[CH:21][CH:22]=3)[CH:25]=2)[CH:30]1[C:34]1[CH:39]=[CH:38][C:37]([O:40][CH2:41][CH2:42][N:43]2[CH2:44][CH2:45][CH2:46][CH2:47]2)=[CH:36][CH:35]=1)=[O:10])([CH3:13])([CH3:14])[CH3:15].